Dataset: Forward reaction prediction with 1.9M reactions from USPTO patents (1976-2016). Task: Predict the product of the given reaction. (1) Given the reactants [CH2:1](Br)[CH:2]=[CH2:3].[F:5][C:6]1[CH:11]=[CH:10][C:9]([C:12]2[O:13][C:14]3[CH:24]=[CH:23][C:22]([OH:25])=[CH:21][C:15]=3[C:16]=2[C:17]([O:19][CH3:20])=[O:18])=[CH:8][CH:7]=1.C([O-])([O-])=O.[K+].[K+], predict the reaction product. The product is: [CH2:1]([O:25][C:22]1[CH:23]=[CH:24][C:14]2[O:13][C:12]([C:9]3[CH:8]=[CH:7][C:6]([F:5])=[CH:11][CH:10]=3)=[C:16]([C:17]([O:19][CH3:20])=[O:18])[C:15]=2[CH:21]=1)[CH:2]=[CH2:3]. (2) Given the reactants [F:1][C:2]1[CH:3]=[C:4]2[C:8](=[CH:9][CH:10]=1)[NH:7][CH:6]=[C:5]2[CH2:11][CH:12]1[CH2:17][CH2:16][NH:15][CH2:14][CH2:13]1.[C:18](O[C:18]([O:20][C:21]([CH3:24])([CH3:23])[CH3:22])=[O:19])([O:20][C:21]([CH3:24])([CH3:23])[CH3:22])=[O:19], predict the reaction product. The product is: [F:1][C:2]1[CH:3]=[C:4]2[C:8](=[CH:9][CH:10]=1)[NH:7][CH:6]=[C:5]2[CH2:11][CH:12]1[CH2:17][CH2:16][N:15]([C:18]([O:20][C:21]([CH3:24])([CH3:23])[CH3:22])=[O:19])[CH2:14][CH2:13]1.